This data is from Catalyst prediction with 721,799 reactions and 888 catalyst types from USPTO. The task is: Predict which catalyst facilitates the given reaction. (1) Reactant: [F:1][C:2]1[CH:9]=[CH:8][C:5]([CH2:6]Br)=[CH:4][CH:3]=1.[C:10]([O:14][C:15]([N:17]1[CH2:27][CH2:26][C:20]2(NNC(=O)[CH2:21]2)[CH2:19][CH2:18]1)=[O:16])([CH3:13])([CH3:12])[CH3:11]. Product: [C:10]([O:14][C:15]([N:17]1[CH2:18][CH2:19][C:20]2([O:16][C:15](=[O:14])[NH:17][CH:21]2[CH2:6][C:5]2[CH:8]=[CH:9][C:2]([F:1])=[CH:3][CH:4]=2)[CH2:26][CH2:27]1)=[O:16])([CH3:11])([CH3:12])[CH3:13]. The catalyst class is: 3. (2) Reactant: C(OC(=O)[NH:7][CH:8]1[CH2:13][CH2:12][CH:11]([CH2:14][NH:15][C:16]2[C:21]([N+:22]([O-:24])=[O:23])=[CH:20][N:19]=[C:18]([NH:25][CH2:26][C:27]3[CH:36]=[CH:35][CH:34]=[C:33]4[C:28]=3[CH:29]=[CH:30][CH:31]=[N:32]4)[N:17]=2)[CH2:10][CH2:9]1)(C)(C)C.C(O)(C(F)(F)F)=O.C([O-])([O-])=O.[Na+].[Na+]. Product: [NH2:7][C@H:8]1[CH2:13][CH2:12][C@H:11]([CH2:14][NH:15][C:16]2[C:21]([N+:22]([O-:24])=[O:23])=[CH:20][N:19]=[C:18]([NH:25][CH2:26][C:27]3[CH:36]=[CH:35][CH:34]=[C:33]4[C:28]=3[CH:29]=[CH:30][CH:31]=[N:32]4)[N:17]=2)[CH2:10][CH2:9]1. The catalyst class is: 2. (3) Reactant: [C:1](O)(=[O:6])[CH:2]=[CH:3][CH2:4][CH3:5].C(N(CC)CC)C.CC(C)(C)C(Cl)=O.[C:22]1([C@H:28]2[CH2:32][O:31][C:30](=[O:33])[NH:29]2)[CH:27]=[CH:26][CH:25]=[CH:24][CH:23]=1.C([Li])CCC. Product: [C:1]([N:29]1[C@@H:28]([C:22]2[CH:23]=[CH:24][CH:25]=[CH:26][CH:27]=2)[CH2:32][O:31][C:30]1=[O:33])(=[O:6])/[CH:2]=[CH:3]/[CH2:4][CH3:5]. The catalyst class is: 7. (4) Reactant: C[N:2]([CH:4]=[C:5]1[C:10](=O)[CH2:9][CH2:8][CH2:7][C:6]1=[O:12])C.[CH:13]([NH:16]N)([CH3:15])[CH3:14].[OH-].[Na+]. The catalyst class is: 5. Product: [CH:13]([N:16]1[C:10]2[CH2:9][CH2:8][CH2:7][C:6](=[O:12])[C:5]=2[CH:4]=[N:2]1)([CH3:15])[CH3:14]. (5) Reactant: [N+:1]([CH2:4][CH2:5][C:6]([C:8]1[CH:13]=[CH:12][C:11]([CH2:14][CH2:15][CH2:16][CH2:17][CH2:18][CH2:19][CH2:20][CH3:21])=[CH:10][CH:9]=1)=[O:7])([O-:3])=[O:2].CO.[BH4-].[Na+]. Product: [N+:1]([CH2:4][CH2:5][CH:6]([C:8]1[CH:9]=[CH:10][C:11]([CH2:14][CH2:15][CH2:16][CH2:17][CH2:18][CH2:19][CH2:20][CH3:21])=[CH:12][CH:13]=1)[OH:7])([O-:3])=[O:2]. The catalyst class is: 69. (6) Reactant: Cl[C:2]([O:4][CH2:5][C:6]1[CH:11]=[CH:10][CH:9]=[CH:8][CH:7]=1)=[O:3].[CH3:12][C:13]1[CH:18]=[C:17]([N:19]2[CH2:24][CH2:23][O:22][CH2:21][CH2:20]2)[CH:16]=[C:15]([CH3:25])[C:14]=1[NH2:26].C(N(CC)C(C)C)(C)C. Product: [CH2:5]([O:4][C:2](=[O:3])[NH:26][C:14]1[C:15]([CH3:25])=[CH:16][C:17]([N:19]2[CH2:20][CH2:21][O:22][CH2:23][CH2:24]2)=[CH:18][C:13]=1[CH3:12])[C:6]1[CH:11]=[CH:10][CH:9]=[CH:8][CH:7]=1. The catalyst class is: 26.